From a dataset of Catalyst prediction with 721,799 reactions and 888 catalyst types from USPTO. Predict which catalyst facilitates the given reaction. (1) Reactant: C[CH:2]([OH:4])[CH3:3].[CH3:5][C:6]([CH3:8])=O.[CH3:9]CO[Si](OCC)(OCC)OCC.[C:22]1([Si:28](OCC)(OCC)[O:29]CC)[CH:27]=[CH:26][CH:25]=[CH:24][CH:23]=1.[N+]([O-])(O)=O.[CH2:42]([OH:46])[CH2:43][CH2:44]C.C(O)C. Product: [C:22]1([Si:28]([O:4][CH2:2][CH2:3][CH3:9])([O:46][CH2:42][CH2:43][CH3:44])[O:29][CH2:5][CH2:6][CH3:8])[CH:27]=[CH:26][CH:25]=[CH:24][CH:23]=1. The catalyst class is: 6. (2) Reactant: C[O:2][C:3]1[CH:8]=[CH:7][C:6]([CH2:9][C:10]([C:12]2[CH:17]=[CH:16][CH:15]=[CH:14][CH:13]=2)=[O:11])=[CH:5][CH:4]=1.[OH-].[K+]. Product: [OH:2][C:3]1[CH:4]=[CH:5][C:6]([CH2:9][C:10]([C:12]2[CH:13]=[CH:14][CH:15]=[CH:16][CH:17]=2)=[O:11])=[CH:7][CH:8]=1. The catalyst class is: 201. (3) Reactant: [OH:1][C:2]1[C:7]([NH:8]C(=O)C)=[C:6]([OH:12])[N:5]=[CH:4][N:3]=1.Cl. Product: [NH2:8][C:7]1[C:2]([OH:1])=[N:3][CH:4]=[N:5][C:6]=1[OH:12]. The catalyst class is: 5. (4) Reactant: [Si:1]([O:8][CH2:9][C:10]1[CH:11]=[C:12](NC(=O)OC2C=CC=CC=2)[CH:13]=[N:14][CH:15]=1)([C:4]([CH3:7])([CH3:6])[CH3:5])([CH3:3])[CH3:2].[CH3:26][CH:27]1[CH2:32][CH2:31][N:30]([C:33]2[C:38]([CH2:39][NH2:40])=[CH:37][CH:36]=[C:35]([C:41]([F:44])([F:43])[F:42])[N:34]=2)[CH2:29][CH2:28]1.CN(C1C=CC=CN=1)C.[CH2:54]([O:56]C(=O)C)[CH3:55]. Product: [Si:1]([O:8][CH2:9][C:10]1[CH:11]=[C:12]([CH2:55][C:54]([NH:40][CH2:39][C:38]2[C:33]([N:30]3[CH2:29][CH2:28][CH:27]([CH3:26])[CH2:32][CH2:31]3)=[N:34][C:35]([C:41]([F:44])([F:42])[F:43])=[CH:36][CH:37]=2)=[O:56])[CH:13]=[N:14][CH:15]=1)([C:4]([CH3:5])([CH3:6])[CH3:7])([CH3:2])[CH3:3]. The catalyst class is: 10. (5) Reactant: CC1(C)C(C)(C)OB([C:9]2[CH:10]=[N:11][C:12]([N:17]3[CH2:22][CH2:21][CH:20]([C:23]4[O:24][C:25]([C:28]([F:31])([F:30])[F:29])=[N:26][N:27]=4)[CH2:19][CH2:18]3)=[C:13]([CH:16]=2)[C:14]#[N:15])O1.Br[C:34]1[CH:39]=[CH:38][C:37]([N:40]2[C:44](=[O:45])[N:43]([CH:46]([CH3:48])[CH3:47])[N:42]=[CH:41]2)=[CH:36][CH:35]=1.C(=O)([O-])[O-].[Na+].[Na+]. Product: [CH:46]([N:43]1[C:44](=[O:45])[N:40]([C:37]2[CH:38]=[CH:39][C:34]([C:9]3[CH:10]=[N:11][C:12]([N:17]4[CH2:18][CH2:19][CH:20]([C:23]5[O:24][C:25]([C:28]([F:29])([F:31])[F:30])=[N:26][N:27]=5)[CH2:21][CH2:22]4)=[C:13]([CH:16]=3)[C:14]#[N:15])=[CH:35][CH:36]=2)[CH:41]=[N:42]1)([CH3:48])[CH3:47]. The catalyst class is: 427. (6) Reactant: C([O:4][C:5]1[CH:10]=[C:9]([N+:11]([O-:13])=[O:12])[CH:8]=[CH:7][C:6]=1[CH2:14][N:15]1C(=O)C2=CC=CC=C2C1=O)(=O)C.C(Cl)Cl.NN. Product: [OH:4][C:5]1[CH:10]=[C:9]([N+:11]([O-:13])=[O:12])[CH:8]=[CH:7][C:6]=1[CH2:14][NH2:15]. The catalyst class is: 5. (7) Reactant: [C:1]([O:5][C:6]([N:8]1[CH2:13][CH2:12][CH2:11][CH2:10][C@@H:9]1[CH:14]=[N:15][OH:16])=[O:7])([CH3:4])([CH3:3])[CH3:2].[Cl:17]N1C(=O)CCC1=O. Product: [Cl:17][C:14](=[N:15][OH:16])[C@H:9]1[CH2:10][CH2:11][CH2:12][CH2:13][N:8]1[C:6]([O:5][C:1]([CH3:4])([CH3:2])[CH3:3])=[O:7]. The catalyst class is: 39.